This data is from Caco-2 cell permeability data measuring drug intestinal absorption for ~900 compounds. The task is: Regression/Classification. Given a drug SMILES string, predict its absorption, distribution, metabolism, or excretion properties. Task type varies by dataset: regression for continuous measurements (e.g., permeability, clearance, half-life) or binary classification for categorical outcomes (e.g., BBB penetration, CYP inhibition). For this dataset (caco2_wang), we predict Y. (1) The drug is C[C@@H]1NC(=O)[C@@H](C)NC(=O)[C@@H](C)N(C)C(=O)[C@H](C)NC(=O)[C@H](C)N(C)C(=O)[C@@H](C)NC1=O. The Y is -5.82 log Papp (cm/s). (2) The drug is NC(=O)[C@H]1CCCN1C(=O)[C@@H](Cc1c[nH]cn1)NC(=O)[C@H]1CCC(=O)N1. The Y is -6.83 log Papp (cm/s). (3) The drug is C=C[C@H]1CN2CC[C@H]1C[C@@H]2C(O)c1ccnc2ccc(OC)cc12. The Y is -4.68 log Papp (cm/s). (4) The drug is Cn1nnnc1-c1cccc(NC(=O)N[C@@H]2CCCC[C@H]2CN2CCC[C@@H](Cc3ccc(F)cc3)C2)c1. The Y is -5.70 log Papp (cm/s).